This data is from Reaction yield outcomes from USPTO patents with 853,638 reactions. The task is: Predict the reaction yield, written as a fraction of the theoretical maximum amount of product (1.0 means a 100% yield; for example, 0.34 means a 34% yield). (1) The reactants are [C:1]1([CH:7]2[O:24][C:11]3([CH2:16][CH2:15][N:14]([C:17]([O:19][C:20]([CH3:23])([CH3:22])[CH3:21])=[O:18])[CH2:13][CH2:12]3)[CH2:10][NH:9][CH2:8]2)[CH:6]=[CH:5][CH:4]=[CH:3][CH:2]=1.C([O-])(O)=O.[Na+].FC(F)(F)S(O[CH2:36][C:37]([F:40])([F:39])[F:38])(=O)=O. The catalyst is C(O)C. The product is [C:1]1([CH:7]2[O:24][C:11]3([CH2:16][CH2:15][N:14]([C:17]([O:19][C:20]([CH3:21])([CH3:23])[CH3:22])=[O:18])[CH2:13][CH2:12]3)[CH2:10][N:9]([CH2:36][C:37]([F:40])([F:39])[F:38])[CH2:8]2)[CH:2]=[CH:3][CH:4]=[CH:5][CH:6]=1. The yield is 0.950. (2) The reactants are [NH2:1][C:2]1[CH:27]=[CH:26][CH:25]=[CH:24][C:3]=1[CH2:4][N:5]([S:13]([C:16]1[CH:21]=[CH:20][C:19]([O:22][CH3:23])=[CH:18][CH:17]=1)(=[O:15])=[O:14])[CH:6]([CH2:11]O)[C:7]([O:9][CH3:10])=[O:8].C(N(CC)CC)C.[C:35](Cl)(=[O:42])[C:36]1[CH:41]=[CH:40][CH:39]=[CH:38][CH:37]=1. The catalyst is C(Cl)Cl. The product is [CH3:10][O:9][C:7](=[O:8])[C:6]([N:5]([CH2:4][C:3]1[CH:24]=[CH:25][CH:26]=[CH:27][C:2]=1[NH:1][C:35](=[O:42])[C:36]1[CH:41]=[CH:40][CH:39]=[CH:38][CH:37]=1)[S:13]([C:16]1[CH:17]=[CH:18][C:19]([O:22][CH3:23])=[CH:20][CH:21]=1)(=[O:15])=[O:14])=[CH2:11]. The yield is 1.00. (3) The reactants are [F:1][C:2]1[CH:7]=[CH:6][CH:5]=[C:4]([F:8])[C:3]=1[N:9]1[C:14]2[N:15]=[C:16]([NH:28][CH2:29][CH2:30][N:31]([CH3:33])[CH3:32])[N:17]=[C:18]([C:19]3[CH:20]=[C:21]([CH:25]=[CH:26][CH:27]=3)[C:22](O)=[O:23])[C:13]=2[CH2:12][NH:11][C:10]1=[O:34].N.C[N:37](C(ON1N=NC2C=CC=NC1=2)=[N+](C)C)C.F[P-](F)(F)(F)(F)F.C(N(C(C)C)CC)(C)C. The catalyst is C(Cl)Cl.O. The product is [F:1][C:2]1[CH:7]=[CH:6][CH:5]=[C:4]([F:8])[C:3]=1[N:9]1[C:14]2[N:15]=[C:16]([NH:28][CH2:29][CH2:30][N:31]([CH3:32])[CH3:33])[N:17]=[C:18]([C:19]3[CH:20]=[C:21]([CH:25]=[CH:26][CH:27]=3)[C:22]([NH2:37])=[O:23])[C:13]=2[CH2:12][NH:11][C:10]1=[O:34]. The yield is 0.260. (4) The reactants are [N+:1]([O-:4])(O)=[O:2].[C:5]([CH2:7][C:8]1[CH:13]=[CH:12][C:11]([NH:14][C:15](=[O:17])[CH3:16])=[CH:10][CH:9]=1)#[N:6]. The catalyst is C(OC(=O)C)(=O)C. The product is [C:5]([CH2:7][C:8]1[CH:13]=[CH:12][C:11]([NH:14][C:15](=[O:17])[CH3:16])=[C:10]([N+:1]([O-:4])=[O:2])[CH:9]=1)#[N:6]. The yield is 0.770. (5) The catalyst is C1(C)C=CC=CC=1.C1C=CC(/C=C/C(/C=C/C2C=CC=CC=2)=O)=CC=1.C1C=CC(/C=C/C(/C=C/C2C=CC=CC=2)=O)=CC=1.C1C=CC(/C=C/C(/C=C/C2C=CC=CC=2)=O)=CC=1.[Pd].[Pd]. The yield is 0.790. The reactants are Br[C:2]1[C:3](=[O:31])[N:4]([CH2:23][CH2:24][C:25]2[CH:30]=[CH:29][CH:28]=[CH:27][CH:26]=2)[C:5]([C:9]2[CH:14]=[CH:13][CH:12]=[CH:11][C:10]=2[O:15][CH2:16][C:17]2[CH:22]=[CH:21][CH:20]=[CH:19][CH:18]=2)=[N:6][C:7]=1[CH3:8].[C:32]1([C:38]([C:40]2[CH:45]=[CH:44][CH:43]=[CH:42][CH:41]=2)=[NH:39])[CH:37]=[CH:36][CH:35]=[CH:34][CH:33]=1.C1C=CC(P(C2C(C3C(P(C4C=CC=CC=4)C4C=CC=CC=4)=CC=C4C=3C=CC=C4)=C3C(C=CC=C3)=CC=2)C2C=CC=CC=2)=CC=1.CC([O-])(C)C.[Na+]. The product is [C:32]1([C:38](=[N:39][C:2]2[C:3](=[O:31])[N:4]([CH2:23][CH2:24][C:25]3[CH:30]=[CH:29][CH:28]=[CH:27][CH:26]=3)[C:5]([C:9]3[CH:14]=[CH:13][CH:12]=[CH:11][C:10]=3[O:15][CH2:16][C:17]3[CH:22]=[CH:21][CH:20]=[CH:19][CH:18]=3)=[N:6][C:7]=2[CH3:8])[C:40]2[CH:41]=[CH:42][CH:43]=[CH:44][CH:45]=2)[CH:37]=[CH:36][CH:35]=[CH:34][CH:33]=1.